From a dataset of NCI-60 drug combinations with 297,098 pairs across 59 cell lines. Regression. Given two drug SMILES strings and cell line genomic features, predict the synergy score measuring deviation from expected non-interaction effect. Drug 1: CC(C1=C(C=CC(=C1Cl)F)Cl)OC2=C(N=CC(=C2)C3=CN(N=C3)C4CCNCC4)N. Drug 2: COC1=NC(=NC2=C1N=CN2C3C(C(C(O3)CO)O)O)N. Cell line: SN12C. Synergy scores: CSS=8.22, Synergy_ZIP=-2.17, Synergy_Bliss=0.0830, Synergy_Loewe=-13.7, Synergy_HSA=1.20.